Predict the reaction yield, written as a fraction of the theoretical maximum amount of product (1.0 means a 100% yield; for example, 0.34 means a 34% yield). From a dataset of Reaction yield outcomes from USPTO patents with 853,638 reactions. (1) The reactants are [CH3:1][N:2]1[CH:6]=[C:5]([NH2:7])[CH:4]=[N:3]1.[Si]([O:15][CH2:16][C@@H:17]([N:26]1[CH:31]=[CH:30][C:29]([C:32]2[CH:37]=[CH:36][N:35]=[C:34](S(C)(=O)=O)[N:33]=2)=[CH:28][C:27]1=[O:42])[C:18]1[CH:23]=[CH:22][C:21]([Cl:24])=[C:20]([F:25])[CH:19]=1)(C(C)(C)C)(C)C. The catalyst is C(O)(CC)C. The product is [Cl:24][C:21]1[CH:22]=[CH:23][C:18]([C@H:17]([N:26]2[CH:31]=[CH:30][C:29]([C:32]3[CH:37]=[CH:36][N:35]=[C:34]([NH:7][C:5]4[CH:4]=[N:3][N:2]([CH3:1])[CH:6]=4)[N:33]=3)=[CH:28][C:27]2=[O:42])[CH2:16][OH:15])=[CH:19][C:20]=1[F:25]. The yield is 0.260. (2) The product is [NH2:1][C:4]1[C:8]2[N:9]=[C:10]([C:14]3[CH:19]=[CH:18][N:17]=[CH:16][CH:15]=3)[N:11]=[C:12]([OH:13])[C:7]=2[S:6][CH:5]=1. The catalyst is CO.CN(C=O)C. The reactants are [N+:1]([C:4]1[C:8]2[N:9]=[C:10]([C:14]3[CH:19]=[CH:18][N:17]=[CH:16][CH:15]=3)[N:11]=[C:12]([OH:13])[C:7]=2[S:6][CH:5]=1)([O-])=O. The yield is 0.400. (3) The reactants are Cl[C:2]1[N:7]=[C:6]([CH3:8])[N:5]=[C:4]([S:9][CH3:10])[N:3]=1.[IH:11]. The catalyst is C(Cl)Cl. The product is [I:11][C:2]1[N:7]=[C:6]([CH3:8])[N:5]=[C:4]([S:9][CH3:10])[N:3]=1. The yield is 0.654. (4) The reactants are O.[OH-].[Li+].[CH3:4][O:5][C@H:6]([CH3:38])[C@@H:7]([C:34]([O:36]C)=[O:35])[NH:8][C:9]([C:11]1[C:20]([NH:21][C:22]([NH:24][C:25]2[C:30]([CH3:31])=[CH:29][C:28]([CH3:32])=[CH:27][C:26]=2[CH3:33])=[O:23])=[CH:19][C:18]2[C:13](=[CH:14][CH:15]=[CH:16][CH:17]=2)[CH:12]=1)=[O:10].O.Cl. The catalyst is O1CCOCC1. The product is [CH3:4][O:5][C@H:6]([CH3:38])[C@@H:7]([C:34]([OH:36])=[O:35])[NH:8][C:9]([C:11]1[C:20]([NH:21][C:22]([NH:24][C:25]2[C:26]([CH3:33])=[CH:27][C:28]([CH3:32])=[CH:29][C:30]=2[CH3:31])=[O:23])=[CH:19][C:18]2[C:13](=[CH:14][CH:15]=[CH:16][CH:17]=2)[CH:12]=1)=[O:10]. The yield is 0.360. (5) The reactants are COP([CH2:7][C:8](=[O:16])[C:9]([F:15])([F:14])[CH2:10][CH2:11][CH2:12][CH3:13])(=O)OC.O.[OH-].[Li+].[C:20]([O:23][C@@H:24]1[C@H:28]([CH2:29][CH2:30][CH2:31][CH2:32][CH2:33][CH2:34][C:35]([O:37][CH3:38])=[O:36])[C@@H:27]([CH:39]=O)[C@H:26]([O:41][CH:42]2[CH2:47][CH2:46][CH2:45][CH2:44][O:43]2)[CH2:25]1)(=[O:22])[CH3:21]. The catalyst is O1CCCC1. The product is [C:20]([O:23][C@@H:24]1[C@H:28]([CH2:29][CH2:30][CH2:31][CH2:32][CH2:33][CH2:34][C:35]([O:37][CH3:38])=[O:36])[C@@H:27](/[CH:39]=[CH:7]/[C:8](=[O:16])[C:9]([F:14])([F:15])[CH2:10][CH2:11][CH2:12][CH3:13])[C@H:26]([O:41][CH:42]2[CH2:47][CH2:46][CH2:45][CH2:44][O:43]2)[CH2:25]1)(=[O:22])[CH3:21]. The yield is 0.404. (6) The reactants are [F:1][C:2]1[CH:7]=[C:6]([OH:8])[CH:5]=[C:4]([F:9])[C:3]=1[C:10]1[N:15]=[C:14]([C:16]([O:18][CH3:19])=[O:17])[CH:13]=[CH:12][C:11]=1[F:20].C(=O)([O-])[O-].[K+].[K+].Br[CH2:28][CH2:29][O:30][Si:31]([C:34]([CH3:37])([CH3:36])[CH3:35])([CH3:33])[CH3:32]. The catalyst is CN(C=O)C.O. The product is [Si:31]([O:30][CH2:29][CH2:28][O:8][C:6]1[CH:5]=[C:4]([F:9])[C:3]([C:10]2[N:15]=[C:14]([C:16]([O:18][CH3:19])=[O:17])[CH:13]=[CH:12][C:11]=2[F:20])=[C:2]([F:1])[CH:7]=1)([C:34]([CH3:37])([CH3:36])[CH3:35])([CH3:33])[CH3:32]. The yield is 0.740. (7) The reactants are [C:1]([O:4][CH2:5][C:6]1[CH:15]=[CH:14][C:9]([C:10]([O:12][CH3:13])=[O:11])=[CH:8][N:7]=1)(=[O:3])[CH3:2].[BH3-]C#N.[Na+].[CH:20]1[CH:25]=[CH:24][C:23]([CH2:26][O:27][C:28](Cl)=[O:29])=[CH:22][CH:21]=1. The catalyst is CC(O)=O. The product is [C:1]([O:4][CH2:5][C@@H:6]1[N:7]([C:28]([O:27][CH2:26][C:23]2[CH:24]=[CH:25][CH:20]=[CH:21][CH:22]=2)=[O:29])[CH2:8][C@@H:9]([C:10]([O:12][CH3:13])=[O:11])[CH2:14][CH2:15]1)(=[O:3])[CH3:2]. The yield is 0.336. (8) The catalyst is [Pd]. The yield is 0.920. The product is [O:1]=[C:2]1[C:11]2[C:6](=[CH:7][CH:8]=[CH:9][C:10]=2[C:12]([F:15])([F:13])[F:14])[NH:5][CH:4]=[C:3]1[C:16]([OH:18])=[O:17]. The reactants are [O:1]=[C:2]1[C:11]2[C:6](=[CH:7][CH:8]=[CH:9][C:10]=2[C:12]([F:15])([F:14])[F:13])[NH:5][CH:4]=[C:3]1[C:16]([O:18]CC)=[O:17].[OH-].[Na+]. (9) The reactants are [CH3:1][O:2][C:3]1[CH:4]=[CH:5][C:6]([CH2:9][C:10]([OH:12])=O)=[N:7][CH:8]=1.C(N1C=CN=C1)(N1C=CN=C1)=O.Cl.Cl.[CH3:27][C:28]1[CH:29]=[N:30][N:31]([C:33]2[CH:34]=[C:35]3[C:39](=[CH:40][CH:41]=2)[C@H:38]([N:42]2[CH2:45][C:44]4([CH2:50][CH2:49][NH:48][CH2:47][CH2:46]4)[CH2:43]2)[CH2:37][CH2:36]3)[CH:32]=1.C(N(CC)CC)C. The catalyst is ClCCl. The product is [CH3:1][O:2][C:3]1[CH:4]=[CH:5][C:6]([CH2:9][C:10]([N:48]2[CH2:49][CH2:50][C:44]3([CH2:43][N:42]([C@H:38]4[C:39]5[C:35](=[CH:34][C:33]([N:31]6[CH:32]=[C:28]([CH3:27])[CH:29]=[N:30]6)=[CH:41][CH:40]=5)[CH2:36][CH2:37]4)[CH2:45]3)[CH2:46][CH2:47]2)=[O:12])=[N:7][CH:8]=1. The yield is 0.360.